This data is from Full USPTO retrosynthesis dataset with 1.9M reactions from patents (1976-2016). The task is: Predict the reactants needed to synthesize the given product. Given the product [Br:11][C:10]1[N:9]=[C:8]([C@H:12]2[CH2:21][N:20]3[C@H:15]([CH2:16][O:17][CH2:18][CH2:19]3)[CH2:14][CH2:13]2)[N:4]2[CH:5]=[CH:6][N:7]=[C:2]([NH2:1])[C:3]=12, predict the reactants needed to synthesize it. The reactants are: [NH2:1][C:2]1[C:3]2[N:4]([C:8]([C@H:12]3[CH2:21][N:20]4[C@H:15]([CH2:16][O:17][CH2:18][C:19]4=O)[CH2:14][CH2:13]3)=[N:9][C:10]=2[Br:11])[CH:5]=[CH:6][N:7]=1.S(C)C.